This data is from Full USPTO retrosynthesis dataset with 1.9M reactions from patents (1976-2016). The task is: Predict the reactants needed to synthesize the given product. (1) Given the product [CH3:19][N:18]([CH3:20])[CH2:17][C:16]([NH:15][C:13]1[CH:14]=[C:9]([OH:8])[CH:10]=[CH:11][C:12]=1[S:22](=[O:35])(=[O:34])[NH:23][C:24]1[CH:25]=[CH:26][C:27]2[CH2:31][O:30][B:29]([OH:32])[C:28]=2[CH:33]=1)=[O:21], predict the reactants needed to synthesize it. The reactants are: C([O:8][C:9]1[CH:10]=[CH:11][C:12]([S:22](=[O:35])(=[O:34])[NH:23][C:24]2[CH:25]=[CH:26][C:27]3[CH2:31][O:30][B:29]([OH:32])[C:28]=3[CH:33]=2)=[C:13]([NH:15][C:16](=[O:21])[CH2:17][N:18]([CH3:20])[CH3:19])[CH:14]=1)C1C=CC=CC=1. (2) Given the product [F:1][C:2]([F:22])([O:6][C:7]1[CH:8]=[C:9]([CH2:13][N:14]([CH2:26][CH:25]([OH:27])[C:24]([F:29])([F:28])[F:23])[C:15]2[CH:16]=[C:17]([OH:21])[CH:18]=[CH:19][CH:20]=2)[CH:10]=[CH:11][CH:12]=1)[CH:3]([F:4])[F:5], predict the reactants needed to synthesize it. The reactants are: [F:1][C:2]([F:22])([O:6][C:7]1[CH:8]=[C:9]([CH2:13][NH:14][C:15]2[CH:16]=[C:17]([OH:21])[CH:18]=[CH:19][CH:20]=2)[CH:10]=[CH:11][CH:12]=1)[CH:3]([F:5])[F:4].[F:23][C:24]([F:29])([F:28])[CH:25]1[O:27][CH2:26]1.FC(F)(F)S([O-])(=O)=O.[Yb+3].FC(F)(F)S([O-])(=O)=O.FC(F)(F)S([O-])(=O)=O.O.